This data is from Catalyst prediction with 721,799 reactions and 888 catalyst types from USPTO. The task is: Predict which catalyst facilitates the given reaction. (1) The catalyst class is: 98. Product: [CH2:36]([O:35][C:33]([C:26]1([C:24]([O:23][CH2:21][CH3:22])=[O:25])[CH2:27][CH2:28][CH:29]([NH:16][CH2:15][C:14]2[CH:17]=[CH:18][C:11]([CH2:1][CH2:2][CH2:3][CH2:4][CH2:5][CH2:6][CH2:7][CH2:8][CH2:9][CH3:10])=[C:12]([F:20])[C:13]=2[F:19])[CH2:30][CH2:31]1)=[O:34])[CH3:37]. Reactant: [CH2:1]([C:11]1[CH:18]=[CH:17][C:14]([CH2:15][NH2:16])=[C:13]([F:19])[C:12]=1[F:20])[CH2:2][CH2:3][CH2:4][CH2:5][CH2:6][CH2:7][CH2:8][CH2:9][CH3:10].[CH2:21]([O:23][C:24]([C:26]1([C:33]([O:35][CH2:36][CH3:37])=[O:34])[CH2:31][CH2:30][C:29](=O)[CH2:28][CH2:27]1)=[O:25])[CH3:22].C([BH3-])#N.[Na+]. (2) Reactant: C(OC(=O)[NH:7][C:8]1[CH:13]=[CH:12][C:11]([C:14]([F:17])([F:16])[F:15])=[CH:10][C:9]=1[NH:18][C:19](=[O:35])[CH2:20][C:21](=O)[C:22]1[CH:27]=[CH:26][CH:25]=[C:24]([C:28]2[CH:33]=[N:32][CH:31]=[CH:30][N:29]=2)[CH:23]=1)(C)(C)C.C(O)(C(F)(F)F)=O. Product: [N:29]1[CH:30]=[CH:31][N:32]=[CH:33][C:28]=1[C:24]1[CH:23]=[C:22]([C:21]2[CH2:20][C:19](=[O:35])[NH:18][C:9]3[CH:10]=[C:11]([C:14]([F:17])([F:16])[F:15])[CH:12]=[CH:13][C:8]=3[N:7]=2)[CH:27]=[CH:26][CH:25]=1. The catalyst class is: 2.